Dataset: Full USPTO retrosynthesis dataset with 1.9M reactions from patents (1976-2016). Task: Predict the reactants needed to synthesize the given product. (1) Given the product [F:1][CH:2]([F:5])[CH2:3][NH:12][CH2:11][C:10]1[CH:13]=[CH:14][C:7]([Cl:6])=[CH:8][CH:9]=1, predict the reactants needed to synthesize it. The reactants are: [F:1][CH:2]([F:5])[CH2:3]Cl.[Cl:6][C:7]1[CH:14]=[CH:13][C:10]([CH2:11][NH2:12])=[CH:9][CH:8]=1. (2) Given the product [CH2:74]([O:81][C:82](=[O:90])[CH2:83][C@@H:84]([NH:89][C:40](=[O:41])[CH2:39][CH2:38][CH2:37][CH2:36][CH2:35][CH2:34][CH2:33][O:32][CH2:31][C:28]1[CH:27]=[CH:26][C:25]([C:42]2[CH:43]=[CH:44][CH:45]=[CH:46][CH:47]=2)=[CH:30][CH:29]=1)[CH2:85][N:86]([CH3:87])[CH3:88])[C:75]1[CH:80]=[CH:79][CH:78]=[CH:77][CH:76]=1, predict the reactants needed to synthesize it. The reactants are: C(O)CCCCCCCO.BrCC1C=CC(C2C=CC=CC=2)=CC=1.[C:25]1([C:42]2[CH:47]=[CH:46][CH:45]=[CH:44][CH:43]=2)[CH:30]=[CH:29][C:28]([CH2:31][O:32][CH2:33][CH2:34][CH2:35][CH2:36][CH2:37][CH2:38][CH2:39][CH2:40][OH:41])=[CH:27][CH:26]=1.C1(C2C=CC=CC=2)C=CC(COCCCCCCCC(O)=O)=CC=1.Cl.Cl.[CH2:74]([O:81][C:82](=[O:90])[CH2:83][C@@H:84]([NH2:89])[CH2:85][N:86]([CH3:88])[CH3:87])[C:75]1[CH:80]=[CH:79][CH:78]=[CH:77][CH:76]=1. (3) Given the product [CH:23]([CH:26]([C:28]1[CH:33]=[C:32]([OH:8])[CH:31]=[C:30]([CH:34]([CH:39]([CH3:41])[CH3:40])[CH:36]([CH3:38])[CH3:37])[CH:29]=1)[CH:42]([CH3:44])[CH3:43])([CH3:25])[CH3:24], predict the reactants needed to synthesize it. The reactants are: C([O:8]C1C=C(C(C)(C)O)C=C(C(C)(C)O)C=1)C1C=CC=CC=1.[CH:23]([C:26]([CH:42]([CH3:44])[CH3:43])([C:28]1[CH:33]=[CH:32][CH:31]=[C:30]([C:34]([CH:39]([CH3:41])[CH3:40])([CH:36]([CH3:38])[CH3:37])O)[CH:29]=1)O)([CH3:25])[CH3:24]. (4) Given the product [CH:1]([N:4]([CH:7]([CH3:9])[CH3:8])[CH2:5][CH3:6])([CH3:3])[CH3:2].[C:14](=[O:17])([O-:15])[NH2:4], predict the reactants needed to synthesize it. The reactants are: [CH:1]([N:4]([CH:7]([CH3:9])[CH3:8])[CH2:5][CH3:6])([CH3:3])[CH3:2].C(Cl)(Cl)=O.[C:14](=[O:17])(O)[O-:15].[Na+]. (5) Given the product [CH3:12][O:13][C:14](=[O:15])[C:10]([OH:11])=[CH:9][C:8](=[O:18])[N:7]([O:6][CH2:5][C:3](=[O:4])[N:2]([CH3:27])[CH3:1])[CH2:19][C:20]1[CH:21]=[CH:22][C:23]([F:26])=[CH:24][CH:25]=1, predict the reactants needed to synthesize it. The reactants are: [CH3:1][N:2]([CH3:27])[C:3]([CH2:5][O:6][N:7]([CH2:19][C:20]1[CH:25]=[CH:24][C:23]([F:26])=[CH:22][CH:21]=1)[C:8](=[O:18])[CH:9]=[C:10]1[C:14](=[O:15])[O:13][C:12](C)(C)[O:11]1)=[O:4]. (6) Given the product [CH3:1][C:2]1[S:6][C:5]([C:7]2[C:20]3[C:11](=[CH:12][C:13]4[C:18]([CH:19]=3)=[C:17]([C:21]3[CH:22]=[CH:23][C:24]([C:25]([OH:27])=[O:26])=[CH:30][CH:31]=3)[CH:16]=[CH:15][CH:14]=4)[C:10]([CH3:33])([CH3:32])[CH2:9][CH:8]=2)=[CH:4][CH:3]=1, predict the reactants needed to synthesize it. The reactants are: [CH3:1][C:2]1[S:6][C:5]([C:7]2[C:20]3[C:11](=[CH:12][C:13]4[C:18]([CH:19]=3)=[C:17]([C:21]3[CH:31]=[CH:30][C:24]([C:25]([O:27]CC)=[O:26])=[CH:23][CH:22]=3)[CH:16]=[CH:15][CH:14]=4)[C:10]([CH3:33])([CH3:32])[CH2:9][CH:8]=2)=[CH:4][CH:3]=1.CO.[Li+].[OH-].O. (7) Given the product [CH2:10]([C:2]1[CH:7]=[C:6]([F:8])[N:5]=[C:4]([NH2:9])[CH:3]=1)[CH3:11], predict the reactants needed to synthesize it. The reactants are: Br[C:2]1[CH:7]=[C:6]([F:8])[N:5]=[C:4]([NH2:9])[CH:3]=1.[CH2:10](B(O)O)[CH3:11].C(=O)([O-])[O-].[K+].[K+].O1CCOCC1.